This data is from Full USPTO retrosynthesis dataset with 1.9M reactions from patents (1976-2016). The task is: Predict the reactants needed to synthesize the given product. (1) Given the product [F:1][C:2]1[CH:3]=[CH:4][C:5]([C:8]2[N:12]=[C:11]([C:13]3[CH:18]=[CH:17][C:16]([F:19])=[CH:15][CH:14]=3)[N:10]([CH2:20][C:21]([N:61]3[CH2:62][CH2:63][C:64]4[S:55][CH:56]=[N:57][C:58]=4[CH2:59][CH2:60]3)=[O:23])[N:9]=2)=[CH:6][CH:7]=1, predict the reactants needed to synthesize it. The reactants are: [F:1][C:2]1[CH:7]=[CH:6][C:5]([C:8]2[N:12]=[C:11]([C:13]3[CH:18]=[CH:17][C:16]([F:19])=[CH:15][CH:14]=3)[N:10]([CH2:20][C:21]([OH:23])=O)[N:9]=2)=[CH:4][CH:3]=1.CN(C(ON1N=NC2C=CC=NC1=2)=[N+](C)C)C.F[P-](F)(F)(F)(F)F.C(N(CC)CC)C.[S:55]1[C:64]2[CH2:63][CH2:62][NH:61][CH2:60][CH2:59][C:58]=2[N:57]=[CH:56]1. (2) Given the product [Br:19][C:20]1[CH:25]=[CH:24][CH:23]=[CH:22][C:21]=1[CH2:26][C:27]([NH:1][N:2]1[N:11]=[C:10]([N:12]2[CH2:17][CH2:16][O:15][CH2:14][CH2:13]2)[C:9]2[C:4](=[CH:5][CH:6]=[CH:7][CH:8]=2)[C:3]1=[O:18])=[O:28], predict the reactants needed to synthesize it. The reactants are: [NH2:1][N:2]1[N:11]=[C:10]([N:12]2[CH2:17][CH2:16][O:15][CH2:14][CH2:13]2)[C:9]2[C:4](=[CH:5][CH:6]=[CH:7][CH:8]=2)[C:3]1=[O:18].[Br:19][C:20]1[CH:25]=[CH:24][CH:23]=[CH:22][C:21]=1[CH2:26][C:27](O)=[O:28].